This data is from Forward reaction prediction with 1.9M reactions from USPTO patents (1976-2016). The task is: Predict the product of the given reaction. Given the reactants [CH2:1]([NH2:5])[CH2:2][CH2:3][CH3:4].[C:6]([CH2:10][C:11](Cl)=[O:12])([CH3:9])([CH3:8])[CH3:7].CCN(C(C)C)C(C)C.[H-].[H-].[H-].[H-].[Li+].[Al+3], predict the reaction product. The product is: [CH2:1]([NH:5][C:11](=[O:12])[CH2:10][C:6]([CH3:9])([CH3:8])[CH3:7])[CH2:2][CH2:3][CH3:4].